The task is: Predict the product of the given reaction.. This data is from Forward reaction prediction with 1.9M reactions from USPTO patents (1976-2016). (1) Given the reactants [NH2:1][C:2]1[C:7]([CH3:8])=[CH:6][C:5]([C:9]2[CH:10]=[CH:11][N:12]3[C:17]([C:18]=2[CH3:19])=[C:16]([CH:20]2[CH2:22][CH2:21]2)[CH:15]=[C:14]([C:23]([O:25]CC)=[O:24])[C:13]3=[O:28])=[C:4]([Cl:29])[CH:3]=1.[Li+].[OH-].Cl.C(OCC)(=O)C, predict the reaction product. The product is: [NH2:1][C:2]1[C:7]([CH3:8])=[CH:6][C:5]([C:9]2[CH:10]=[CH:11][N:12]3[C:17]([C:18]=2[CH3:19])=[C:16]([CH:20]2[CH2:21][CH2:22]2)[CH:15]=[C:14]([C:23]([OH:25])=[O:24])[C:13]3=[O:28])=[C:4]([Cl:29])[CH:3]=1. (2) Given the reactants [F:1][C:2]1[CH:10]=[CH:9][CH:8]=[C:7]2[C:3]=1[C:4]([NH2:35])=[N:5][C:6]2([C:21]1[CH:26]=[CH:25][C:24]([O:27]C)=[C:23]([C:29]2[CH:34]=[N:33][CH:32]=[CH:31][N:30]=2)[CH:22]=1)[C:11]1[CH:16]=[CH:15][N:14]=[C:13]([C:17]([F:20])([F:19])[F:18])[CH:12]=1.B(Br)(Br)Br.O.N, predict the reaction product. The product is: [NH2:35][C:4]1[C:3]2[C:7](=[CH:8][CH:9]=[CH:10][C:2]=2[F:1])[C:6]([C:21]2[CH:26]=[CH:25][C:24]([OH:27])=[C:23]([C:29]3[CH:34]=[N:33][CH:32]=[CH:31][N:30]=3)[CH:22]=2)([C:11]2[CH:16]=[CH:15][N:14]=[C:13]([C:17]([F:20])([F:18])[F:19])[CH:12]=2)[N:5]=1. (3) Given the reactants [NH2:1][CH:2]([C:11]1[CH:16]=[CH:15][CH:14]=[CH:13][CH:12]=1)[C:3]1([N:8]([CH3:10])[CH3:9])[CH2:7][CH2:6][CH2:5][CH2:4]1.[Cl:17][C:18]1[CH:26]=[C:25]([S:27][CH3:28])[C:21]([C:22](O)=[O:23])=[C:20]([CH3:29])[CH:19]=1.C(Cl)CCl.C1C=CC2N(O)N=NC=2C=1, predict the reaction product. The product is: [Cl:17][C:18]1[CH:26]=[C:25]([S:27][CH3:28])[C:21]([C:22]([NH:1][CH:2]([C:3]2([N:8]([CH3:10])[CH3:9])[CH2:7][CH2:6][CH2:5][CH2:4]2)[C:11]2[CH:12]=[CH:13][CH:14]=[CH:15][CH:16]=2)=[O:23])=[C:20]([CH3:29])[CH:19]=1. (4) Given the reactants C(OC([NH:8][CH2:9][CH2:10][N:11]([CH2:17][C:18]1[CH:19]=[C:20]([CH:54]=[CH:55][CH:56]=1)[C:21]([NH:23][C:24]1[S:25][C:26]2[CH2:53][CH2:52][CH2:51][CH2:50][C:27]=2[C:28]=1[C:29]([NH:31][C:32]1[CH:37]=[CH:36][C:35]([CH2:38][CH2:39][C:40]2[CH:49]=[CH:48][C:43]([C:44]([O:46][CH3:47])=[O:45])=[CH:42][CH:41]=2)=[CH:34][CH:33]=1)=[O:30])=[O:22])[CH:12]([CH2:15][CH3:16])[CH2:13][CH3:14])=O)(C)(C)C.C(O)(C(F)(F)F)=O, predict the reaction product. The product is: [NH2:8][CH2:9][CH2:10][N:11]([CH2:17][C:18]1[CH:19]=[C:20]([CH:54]=[CH:55][CH:56]=1)[C:21]([NH:23][C:24]1[S:25][C:26]2[CH2:53][CH2:52][CH2:51][CH2:50][C:27]=2[C:28]=1[C:29]([NH:31][C:32]1[CH:37]=[CH:36][C:35]([CH2:38][CH2:39][C:40]2[CH:49]=[CH:48][C:43]([C:44]([O:46][CH3:47])=[O:45])=[CH:42][CH:41]=2)=[CH:34][CH:33]=1)=[O:30])=[O:22])[CH:12]([CH2:13][CH3:14])[CH2:15][CH3:16]. (5) Given the reactants Br[CH2:2][C:3]1[CH:12]=[CH:11][C:6]([C:7]([O:9][CH3:10])=[O:8])=[CH:5][CH:4]=1.[C:13]([O:17][CH2:18][C:19]1[CH:24]=[CH:23][CH:22]=[CH:21][C:20]=1B(O)O)([CH3:16])([CH3:15])[CH3:14].CC1(C)C2C=CC=C(P(C3C=CC=CC=3)C3C=CC=CC=3)C=2OC2C1=CC=CC=2P(C1C=CC=CC=1)C1C=CC=CC=1.C(=O)([O-])[O-].[Cs+].[Cs+], predict the reaction product. The product is: [C:13]([O:17][CH2:18][C:19]1[CH:24]=[CH:23][CH:22]=[CH:21][C:20]=1[CH2:2][C:3]1[CH:12]=[CH:11][C:6]([C:7]([O:9][CH3:10])=[O:8])=[CH:5][CH:4]=1)([CH3:16])([CH3:14])[CH3:15]. (6) The product is: [CH:23]1([C:19]2[CH:20]=[C:21]([CH3:22])[C:16]([N:13]3[CH2:14][CH2:15][N:10]([C:8]([C:5]4[CH:4]=[CH:3][C:2]([N:29]5[CH2:28][C:27]([CH3:33])([CH3:26])[O:31][C:30]5=[O:32])=[N:7][CH:6]=4)=[O:9])[CH2:11][CH2:12]3)=[N:17][CH:18]=2)[CH2:25][CH2:24]1. Given the reactants Br[C:2]1[N:7]=[CH:6][C:5]([C:8]([N:10]2[CH2:15][CH2:14][N:13]([C:16]3[C:21]([CH3:22])=[CH:20][C:19]([CH:23]4[CH2:25][CH2:24]4)=[CH:18][N:17]=3)[CH2:12][CH2:11]2)=[O:9])=[CH:4][CH:3]=1.[CH3:26][C:27]1([CH3:33])[O:31][C:30](=[O:32])[NH:29][CH2:28]1, predict the reaction product. (7) Given the reactants C(N(CC)CC)C.Cl.[NH2:9][CH2:10][CH2:11][CH2:12][C:13]([NH2:15])=[O:14].C(OP(C#N)(=O)OCC)C.[C:26]([O:30][C:31]([NH:33][C@@H:34]([CH2:50][C@@H:51]([CH:67]([CH3:69])[CH3:68])[CH2:52][C:53]1[CH:58]=[CH:57][C:56]([O:59][CH3:60])=[C:55]([O:61][CH2:62][CH2:63][CH2:64][O:65][CH3:66])[CH:54]=1)[C@@H:35]([O:42][Si:43]([C:46]([CH3:49])([CH3:48])[CH3:47])([CH3:45])[CH3:44])[CH2:36][C@@H:37]([CH3:41])[C:38](O)=[O:39])=[O:32])([CH3:29])([CH3:28])[CH3:27], predict the reaction product. The product is: [C:13]([CH2:12][CH2:11][CH2:10][NH:9][C:38](=[O:39])[C@H:37]([CH3:41])[CH2:36][C@H:35]([O:42][Si:43]([C:46]([CH3:47])([CH3:49])[CH3:48])([CH3:45])[CH3:44])[C@@H:34]([NH:33][C:31]([O:30][C:26]([CH3:28])([CH3:27])[CH3:29])=[O:32])[CH2:50][C@@H:51]([CH:67]([CH3:68])[CH3:69])[CH2:52][C:53]1[CH:58]=[CH:57][C:56]([O:59][CH3:60])=[C:55]([O:61][CH2:62][CH2:63][CH2:64][O:65][CH3:66])[CH:54]=1)(=[O:14])[NH2:15]. (8) Given the reactants [N:1]1([C@H:6]2[CH2:10][CH2:9][CH2:8][C@H:7]2[NH2:11])[CH2:5][CH2:4][CH2:3][CH2:2]1.[CH3:12][S:13][C:14]1[CH:22]=[C:21]([C:23]([F:26])([F:25])[F:24])[CH:20]=[C:19]([C:27]([F:30])([F:29])[F:28])[C:15]=1[C:16](O)=[O:17], predict the reaction product. The product is: [CH3:12][S:13][C:14]1[CH:22]=[C:21]([C:23]([F:24])([F:26])[F:25])[CH:20]=[C:19]([C:27]([F:28])([F:29])[F:30])[C:15]=1[C:16]([NH:11][C@@H:7]1[CH2:8][CH2:9][CH2:10][C@@H:6]1[N:1]1[CH2:2][CH2:3][CH2:4][CH2:5]1)=[O:17]. (9) The product is: [Cl:17][C:14]1[CH:15]=[CH:16][C:11]([N:9]2[CH:10]=[C:6]([CH2:5][C:4]([OH:28])=[O:3])[N:7]=[C:8]2[CH2:18][N:19]([C:21]2[CH:22]=[CH:23][C:24]([F:27])=[CH:25][CH:26]=2)[CH3:20])=[CH:12][CH:13]=1. Given the reactants C([O:3][C:4](=[O:28])[CH2:5][C:6]1[N:7]=[C:8]([CH2:18][N:19]([C:21]2[CH:26]=[CH:25][C:24]([F:27])=[CH:23][CH:22]=2)[CH3:20])[N:9]([C:11]2[CH:16]=[CH:15][C:14]([Cl:17])=[CH:13][CH:12]=2)[CH:10]=1)C.[OH-].[Na+], predict the reaction product. (10) Given the reactants [ClH:1].C(N(CC)C1C=CC=CC=1)C.[F:13][C:14]([F:26])([F:25])[C:15]([NH:17][NH:18][C:19](=O)[C:20]([F:23])([F:22])[F:21])=O.P(Cl)(Cl)([Cl:29])=O, predict the reaction product. The product is: [Cl:1][C:15](=[N:17][N:18]=[C:19]([Cl:29])[C:20]([F:23])([F:22])[F:21])[C:14]([F:26])([F:25])[F:13].